Dataset: Forward reaction prediction with 1.9M reactions from USPTO patents (1976-2016). Task: Predict the product of the given reaction. (1) The product is: [C:1]1([C:7]2[C:8]3([C:14]([OH:16])=[O:15])[CH2:13][C:11]([CH:12]=2)=[CH:10][CH2:9]3)[CH:2]=[CH:3][CH:4]=[CH:5][CH:6]=1. Given the reactants [C:1]1([C:7]2[C:8]3([C:14]([O:16]CC)=[O:15])[CH2:13][C:11]([CH:12]=2)=[CH:10][CH2:9]3)[CH:6]=[CH:5][CH:4]=[CH:3][CH:2]=1.[OH-].[K+], predict the reaction product. (2) Given the reactants [CH3:1][C:2]([S:9][CH2:10][C@@H:11]1[CH2:16][CH2:15][CH2:14][CH2:13][O:12]1)([CH3:8])[C:3]([O:5]CC)=[O:4].O.[OH-].[Li+], predict the reaction product. The product is: [CH3:8][C:2]([S:9][CH2:10][C@@H:11]1[CH2:16][CH2:15][CH2:14][CH2:13][O:12]1)([CH3:1])[C:3]([OH:5])=[O:4]. (3) Given the reactants [F:1][C:2]1[CH:7]=[CH:6][C:5]([N:8]2[C:16]3[C:11](=[CH:12][C:13]([O:17][C@H:18]([C:22]4[CH:27]=[CH:26][C:25]([C:28]([F:31])([F:30])[F:29])=[CH:24][CH:23]=4)[C@@H:19]([NH2:21])[CH3:20])=[CH:14][CH:15]=3)[CH:10]=[N:9]2)=[CH:4][CH:3]=1.[OH:32][C@@H:33]([CH3:37])[C:34](O)=[O:35], predict the reaction product. The product is: [F:1][C:2]1[CH:7]=[CH:6][C:5]([N:8]2[C:16]3[C:11](=[CH:12][C:13]([O:17][C@H:18]([C:22]4[CH:27]=[CH:26][C:25]([C:28]([F:29])([F:31])[F:30])=[CH:24][CH:23]=4)[C@@H:19]([NH:21][C:34](=[O:35])[C@@H:33]([OH:32])[CH3:37])[CH3:20])=[CH:14][CH:15]=3)[CH:10]=[N:9]2)=[CH:4][CH:3]=1. (4) Given the reactants [CH2:1]([CH:8]1[CH2:13][CH2:12][N:11]([C:14](=[O:18])[C:15]([OH:17])=O)[CH2:10][CH2:9]1)[C:2]1[CH:7]=[CH:6][CH:5]=[CH:4][CH:3]=1.[NH2:19][C:20]1[CH:25]=[CH:24][C:23]([NH:26][S:27]([CH3:30])(=[O:29])=[O:28])=[CH:22][CH:21]=1, predict the reaction product. The product is: [CH2:1]([CH:8]1[CH2:9][CH2:10][N:11]([C:14](=[O:18])[C:15]([NH:19][C:20]2[CH:25]=[CH:24][C:23]([NH:26][S:27]([CH3:30])(=[O:29])=[O:28])=[CH:22][CH:21]=2)=[O:17])[CH2:12][CH2:13]1)[C:2]1[CH:3]=[CH:4][CH:5]=[CH:6][CH:7]=1. (5) Given the reactants [F:1][C:2]1[CH:7]=[CH:6][C:5]([F:8])=[CH:4][C:3]=1[C@H:9]1[CH2:13][CH2:12][CH2:11][N:10]1[C:14]1[CH:19]=[CH:18][N:17]2[N:20]=[CH:21][C:22]([NH:23][C:24]([N:26]3[CH2:30][CH2:29][C@H:28]([OH:31])[CH2:27]3)=[O:25])=[C:16]2[N:15]=1.[ClH:32], predict the reaction product. The product is: [ClH:32].[F:1][C:2]1[CH:7]=[CH:6][C:5]([F:8])=[CH:4][C:3]=1[C@H:9]1[CH2:13][CH2:12][CH2:11][N:10]1[C:14]1[CH:19]=[CH:18][N:17]2[N:20]=[CH:21][C:22]([NH:23][C:24]([N:26]3[CH2:30][CH2:29][C@H:28]([OH:31])[CH2:27]3)=[O:25])=[C:16]2[N:15]=1. (6) Given the reactants C([NH:8][CH:9]1[CH2:14][CH2:13][C:12]([CH3:28])([S:15]([C:18]2[CH:23]=[CH:22][CH:21]=[C:20]([C:24]([F:27])([F:26])[F:25])[CH:19]=2)(=[O:17])=[O:16])[CH2:11][CH2:10]1)C1C=CC=CC=1, predict the reaction product. The product is: [CH3:28][C:12]1([S:15]([C:18]2[CH:23]=[CH:22][CH:21]=[C:20]([C:24]([F:27])([F:25])[F:26])[CH:19]=2)(=[O:16])=[O:17])[CH2:11][CH2:10][CH:9]([NH2:8])[CH2:14][CH2:13]1. (7) Given the reactants Cl.[CH3:2][O:3][C:4]([C:6]1[CH:7]=[C:8]([CH:40]=[CH:41][CH:42]=1)[CH2:9][C:10]1([CH2:23][N:24]([C@@H:31]2[CH2:33][C@H:32]2[C:34]2[CH:39]=[CH:38][CH:37]=[CH:36][CH:35]=2)[C:25](=[O:30])[C:26]([F:29])([F:28])[F:27])[CH2:15][CH2:14][N:13](C(OC(C)(C)C)=O)[CH2:12][CH2:11]1)=[O:5], predict the reaction product. The product is: [C:34]1([C@@H:32]2[CH2:33][C@H:31]2[N:24]([CH2:23][C:10]2([CH2:9][C:8]3[CH:7]=[C:6]([CH:42]=[CH:41][CH:40]=3)[C:4]([O:3][CH3:2])=[O:5])[CH2:15][CH2:14][NH:13][CH2:12][CH2:11]2)[C:25](=[O:30])[C:26]([F:29])([F:27])[F:28])[CH:39]=[CH:38][CH:37]=[CH:36][CH:35]=1.